From a dataset of Full USPTO retrosynthesis dataset with 1.9M reactions from patents (1976-2016). Predict the reactants needed to synthesize the given product. (1) Given the product [NH2:26][CH2:25][CH2:24][C@H:23]([N:20]1[CH2:21][CH2:22][CH:17]([NH:13][C:10]2[CH:9]=[CH:8][C:7]([O:6][Si:5]([C:1]([CH3:4])([CH3:3])[CH3:2])([CH3:15])[CH3:14])=[CH:12][CH:11]=2)[CH2:18][CH2:19]1)[CH3:27], predict the reactants needed to synthesize it. The reactants are: [C:1]([Si:5]([CH3:15])([CH3:14])[O:6][C:7]1[CH:12]=[CH:11][C:10]([NH2:13])=[CH:9][CH:8]=1)([CH3:4])([CH3:3])[CH3:2].O=[C:17]1[CH2:22][CH2:21][N:20]([C@H:23]([CH3:27])[CH2:24][C:25]#[N:26])[CH2:19][CH2:18]1. (2) Given the product [C:20]([C:24]1[CH:29]=[C:28]([CH2:30][OH:31])[C:27]([CH3:32])=[CH:26][C:25]=1[S:33][C:3]1[C:4](=[O:19])[O:5][C:6]([CH:16]([CH3:17])[CH3:18])([CH2:8][CH2:9][C:10]2[CH:11]=[N:12][CH:13]=[CH:14][CH:15]=2)[CH2:7][C:2]=1[OH:1])([CH3:23])([CH3:22])[CH3:21], predict the reactants needed to synthesize it. The reactants are: [OH:1][C:2]1[CH2:7][C:6]([CH:16]([CH3:18])[CH3:17])([CH2:8][CH2:9][C:10]2[CH:11]=[N:12][CH:13]=[CH:14][CH:15]=2)[O:5][C:4](=[O:19])[CH:3]=1.[C:20]([C:24]1[CH:29]=[C:28]([CH2:30][OH:31])[C:27]([CH3:32])=[CH:26][C:25]=1[S:33]S(C1C=CC(C)=CC=1)(=O)=O)([CH3:23])([CH3:22])[CH3:21].C(=O)([O-])[O-].[K+].[K+]. (3) Given the product [CH3:27][C:28]1([CH3:61])[C:36]2[C:31](=[CH:32][C:33]([N:37]3[C:41](=[O:42])[C:40]([CH3:43])([CH3:44])[N:39]([CH2:45][C:46]4[CH:51]=[CH:50][N:49]=[C:48]([C:52]5[CH:53]=[CH:54][C:55]([C:11]([N:8]([CH3:9])[CH3:7])=[O:13])=[CH:56][CH:57]=5)[CH:47]=4)[C:38]3=[O:60])=[CH:34][CH:35]=2)[NH:30][CH2:29]1, predict the reactants needed to synthesize it. The reactants are: NC1C=[C:9]2C(C(C)(C)[CH2:7][N:8]2[C:11](=[O:13])C)=CC=1.COC1C=CC(B(O)O)=CC=1.[CH3:27][C:28]1([CH3:61])[C:36]2[C:31](=[CH:32][C:33]([N:37]3[C:41](=[O:42])[C:40]([CH3:44])([CH3:43])[N:39]([CH2:45][C:46]4[CH:51]=[CH:50][N:49]=[C:48]([C:52]5[CH:57]=[CH:56][C:55](OC)=[CH:54][CH:53]=5)[CH:47]=4)[C:38]3=[O:60])=[CH:34][CH:35]=2)[NH:30][CH2:29]1. (4) Given the product [Cl:3][C:4]1[CH:5]=[C:6]([C:11]([NH:13][C@@H:14]2[CH2:18][CH2:17][N:16]([CH3:19])[C:15]2=[O:20])=[O:12])[CH:7]=[N:8][C:9]=1[NH:1][NH2:2], predict the reactants needed to synthesize it. The reactants are: [NH2:1][NH2:2].[Cl:3][C:4]1[CH:5]=[C:6]([C:11]([NH:13][C@@H:14]2[CH2:18][CH2:17][N:16]([CH3:19])[C:15]2=[O:20])=[O:12])[CH:7]=[N:8][C:9]=1Cl.